From a dataset of Peptide-MHC class II binding affinity with 134,281 pairs from IEDB. Regression. Given a peptide amino acid sequence and an MHC pseudo amino acid sequence, predict their binding affinity value. This is MHC class II binding data. (1) The peptide sequence is AAGAATTAAGAASGA. The MHC is HLA-DPA10103-DPB10401 with pseudo-sequence HLA-DPA10103-DPB10401. The binding affinity (normalized) is 0. (2) The peptide sequence is LKMVEPWLKNNQFCIKV. The MHC is DRB1_0901 with pseudo-sequence DRB1_0901. The binding affinity (normalized) is 0.377.